From a dataset of Reaction yield outcomes from USPTO patents with 853,638 reactions. Predict the reaction yield, written as a fraction of the theoretical maximum amount of product (1.0 means a 100% yield; for example, 0.34 means a 34% yield). The reactants are [NH2:1][C:2]1[CH:11]=[C:10]([O:12][CH3:13])[C:9]([O:14][CH2:15][C:16]2[CH:21]=[CH:20][CH:19]=[CH:18][CH:17]=2)=[CH:8][C:3]=1[C:4](OC)=[O:5].[CH:22]([NH2:24])=O.C[O-].[Na+].Cl. The catalyst is CN(C)C=O.CO.O. The product is [CH2:15]([O:14][C:9]1[CH:8]=[C:3]2[C:2](=[CH:11][C:10]=1[O:12][CH3:13])[N:1]=[CH:22][NH:24][C:4]2=[O:5])[C:16]1[CH:21]=[CH:20][CH:19]=[CH:18][CH:17]=1. The yield is 0.760.